This data is from Peptide-MHC class I binding affinity with 185,985 pairs from IEDB/IMGT. The task is: Regression. Given a peptide amino acid sequence and an MHC pseudo amino acid sequence, predict their binding affinity value. This is MHC class I binding data. The binding affinity (normalized) is 0.630. The MHC is BoLA-HD6 with pseudo-sequence BoLA-HD6. The peptide sequence is WMMAMRYPI.